Dataset: Full USPTO retrosynthesis dataset with 1.9M reactions from patents (1976-2016). Task: Predict the reactants needed to synthesize the given product. Given the product [CH3:12][C:6]1[CH:5]=[C:4]([CH:9]=[C:8]([CH3:10])[C:7]=1[B:14]1[O:18][C:17]([CH3:20])([CH3:19])[C:16]([CH3:22])([CH3:21])[O:15]1)[C:3]([O:2][CH3:1])=[O:13], predict the reactants needed to synthesize it. The reactants are: [CH3:1][O:2][C:3](=[O:13])[C:4]1[CH:9]=[C:8]([CH3:10])[C:7](Br)=[C:6]([CH3:12])[CH:5]=1.[B:14]1([B:14]2[O:18][C:17]([CH3:20])([CH3:19])[C:16]([CH3:22])([CH3:21])[O:15]2)[O:18][C:17]([CH3:20])([CH3:19])[C:16]([CH3:22])([CH3:21])[O:15]1.C([O-])(=O)C.[K+].